Predict the reaction yield, written as a fraction of the theoretical maximum amount of product (1.0 means a 100% yield; for example, 0.34 means a 34% yield). From a dataset of Reaction yield outcomes from USPTO patents with 853,638 reactions. (1) The reactants are [NH2:1][C:2]1[CH:3]=[C:4]([OH:8])[CH:5]=[CH:6][CH:7]=1.C([O-])([O-])=O.[K+].[K+].[N+:15]([C:18]1[CH:19]=[C:20]([C:27]([F:30])([F:29])[F:28])[CH:21]=[C:22]([N+]([O-])=O)[CH:23]=1)([O-:17])=[O:16]. The catalyst is CN(C=O)C. The product is [F:28][C:27]([F:29])([F:30])[C:20]1[CH:21]=[C:22]([CH:23]=[C:18]([N+:15]([O-:17])=[O:16])[CH:19]=1)[O:8][C:4]1[CH:3]=[C:2]([NH2:1])[CH:7]=[CH:6][CH:5]=1. The yield is 0.350. (2) The reactants are [Br:1][C:2]1[CH:3]=[C:4]([CH2:8][N:9]2C(=O)C3=CC=CC=C3C2=O)[CH:5]=[N:6][CH:7]=1.CN.[OH-].[Na+]. The catalyst is Cl. The product is [Br:1][C:2]1[CH:3]=[C:4]([CH2:8][NH2:9])[CH:5]=[N:6][CH:7]=1. The yield is 0.598. (3) The reactants are [N+:1]([C:4]1[CH:5]=[CH:6][C:7]2[O:11][C:10]([C:12]3[CH:17]=[CH:16][CH:15]=[CH:14][CH:13]=3)=[CH:9][C:8]=2[CH:18]=1)([O-])=O.[Cl-].[NH4+]. The catalyst is C(O)C.O.C(OCC)(=O)C.[Fe]. The product is [C:12]1([C:10]2[O:11][C:7]3[CH:6]=[CH:5][C:4]([NH2:1])=[CH:18][C:8]=3[CH:9]=2)[CH:13]=[CH:14][CH:15]=[CH:16][CH:17]=1. The yield is 0.960. (4) The reactants are C(OC([N:11]1[CH2:16][CH2:15][CH:14]([C:17](=[O:36])[NH:18][C:19]2[CH:24]=[C:23]([C:25]3[CH:30]=[CH:29][CH:28]=[CH:27][C:26]=3[O:31][CH2:32][CH:33]3[CH2:35][CH2:34]3)[N:22]=[CH:21][N:20]=2)[CH2:13][CH2:12]1)=O)C1C=CC=CC=1. The catalyst is CO.[Pd]. The product is [CH:33]1([CH2:32][O:31][C:26]2[CH:27]=[CH:28][CH:29]=[CH:30][C:25]=2[C:23]2[N:22]=[CH:21][N:20]=[C:19]([NH:18][C:17]([CH:14]3[CH2:13][CH2:12][NH:11][CH2:16][CH2:15]3)=[O:36])[CH:24]=2)[CH2:34][CH2:35]1. The yield is 0.370. (5) The reactants are [CH3:1][C:2]1[O:6][N:5]=[C:4]([C:7]2[CH:12]=[CH:11][CH:10]=[CH:9][CH:8]=2)[C:3]=1[C:13]1[N:14]=[C:15]2[CH:20]=[C:19]([C:21](O)=[O:22])[CH:18]=[CH:17][N:16]2[CH:24]=1.[NH2:25][CH2:26][CH2:27][N:28]1[CH2:33][CH2:32][O:31][CH2:30][CH2:29]1. No catalyst specified. The product is [N:28]1([CH2:27][CH2:26][NH:25][C:21]([C:19]2[CH:18]=[CH:17][N:16]3[CH:24]=[C:13]([C:3]4[C:4]([C:7]5[CH:12]=[CH:11][CH:10]=[CH:9][CH:8]=5)=[N:5][O:6][C:2]=4[CH3:1])[N:14]=[C:15]3[CH:20]=2)=[O:22])[CH2:33][CH2:32][O:31][CH2:30][CH2:29]1. The yield is 0.480. (6) The reactants are [H-].[Na+].[F:3][C:4]([F:29])([F:28])[C:5]1[C:13]2[CH2:12][CH2:11][CH2:10][CH2:9][C:8]=2[N:7]([C:14]2[CH:19]=[CH:18][C:17]([NH:20][C:21]([N:23]3[CH2:27][CH2:26][CH2:25][CH2:24]3)=[O:22])=[CH:16][CH:15]=2)[N:6]=1.[CH3:30]I. The catalyst is CN(C=O)C. The product is [CH3:30][N:20]([C:17]1[CH:16]=[CH:15][C:14]([N:7]2[C:8]3[CH2:9][CH2:10][CH2:11][CH2:12][C:13]=3[C:5]([C:4]([F:3])([F:28])[F:29])=[N:6]2)=[CH:19][CH:18]=1)[C:21]([N:23]1[CH2:24][CH2:25][CH2:26][CH2:27]1)=[O:22]. The yield is 0.840. (7) The reactants are [NH2:1][C:2]1[CH:25]=[CH:24][C:5]([O:6][C:7]2[C:16]3[C:11](=[CH:12][C:13]([O:19][CH2:20][CH2:21][O:22][CH3:23])=[C:14]([C:17]#[N:18])[CH:15]=3)[N:10]=[CH:9][CH:8]=2)=[CH:4][C:3]=1[F:26].[F:27][C:28]1[CH:33]=[CH:32][CH:31]=[CH:30][C:29]=1[N:34]=[C:35]=[O:36]. The catalyst is C1(C)C=CC=CC=1. The product is [C:17]([C:14]1[CH:15]=[C:16]2[C:11](=[CH:12][C:13]=1[O:19][CH2:20][CH2:21][O:22][CH3:23])[N:10]=[CH:9][CH:8]=[C:7]2[O:6][C:5]1[CH:24]=[CH:25][C:2]([NH:1][C:35]([NH:34][C:29]2[CH:30]=[CH:31][CH:32]=[CH:33][C:28]=2[F:27])=[O:36])=[C:3]([F:26])[CH:4]=1)#[N:18]. The yield is 0.720.